From a dataset of Catalyst prediction with 721,799 reactions and 888 catalyst types from USPTO. Predict which catalyst facilitates the given reaction. Reactant: [S:1]1[CH:5]=[CH:4][CH:3]=[C:2]1[S:6](Cl)(=[O:8])=[O:7].[Cl:10][C:11]1[CH:16]=[C:15]([Cl:17])[CH:14]=[CH:13][C:12]=1[N:18]1[C:22]([C:23]2[CH:28]=[CH:27][C:26]([OH:29])=[CH:25][CH:24]=2)=[C:21]([CH3:30])[C:20]([C:31]([NH:33][N:34]2[CH2:39][CH2:38][CH2:37][CH2:36][CH2:35]2)=[O:32])=[N:19]1.O. Product: [S:1]1[CH:5]=[CH:4][CH:3]=[C:2]1[S:6]([O:29][C:26]1[CH:25]=[CH:24][C:23]([C:22]2[N:18]([C:12]3[CH:13]=[CH:14][C:15]([Cl:17])=[CH:16][C:11]=3[Cl:10])[N:19]=[C:20]([C:31]([NH:33][N:34]3[CH2:35][CH2:36][CH2:37][CH2:38][CH2:39]3)=[O:32])[C:21]=2[CH3:30])=[CH:28][CH:27]=1)(=[O:8])=[O:7]. The catalyst class is: 2.